This data is from Catalyst prediction with 721,799 reactions and 888 catalyst types from USPTO. The task is: Predict which catalyst facilitates the given reaction. (1) Reactant: Cl[C:2]1[C:7]([C:8]#[N:9])=[CH:6][N:5]=[C:4]([NH:10][CH2:11][CH2:12][C:13]2[CH:18]=[CH:17][CH:16]=[C:15]([Cl:19])[CH:14]=2)[N:3]=1.[NH2:20][CH:21]1[CH2:24][CH:23]([NH:25]C(=O)OC(C)(C)C)[C:22]1([CH3:34])[CH3:33].CCN(C(C)C)C(C)C. Product: [NH2:20][C@H:21]1[CH2:24][C@H:23]([NH:25][C:2]2[C:7]([C:8]#[N:9])=[CH:6][N:5]=[C:4]([NH:10][CH2:11][CH2:12][C:13]3[CH:18]=[CH:17][CH:16]=[C:15]([Cl:19])[CH:14]=3)[N:3]=2)[C:22]1([CH3:34])[CH3:33]. The catalyst class is: 12. (2) Reactant: [N:1]1[N:2]=[CH:3][N:4]2[C:17]=1[C:16]1[CH:15]=[CH:14][CH:13]=[CH:12][C:11]=1[C:10]1[CH:9]=[CH:8][CH:7]=[CH:6][C:5]2=1.CO.[F:20][B-:21]([F:24])([F:23])[F:22].[CH3:25][O+](C)C. Product: [F:20][B-:21]([F:24])([F:23])[F:22].[CH3:25][N+:1]1[N:2]=[CH:3][N:4]2[C:17]=1[C:16]1[CH:15]=[CH:14][CH:13]=[CH:12][C:11]=1[C:10]1[CH:9]=[CH:8][CH:7]=[CH:6][C:5]2=1. The catalyst class is: 4. (3) Product: [Br:1][C:2]1[CH:3]=[C:4]2[C:8](=[CH:9][CH:10]=1)[CH:7]([N:21]1[CH2:20][CH2:19][N:18]([C:24]([O:26][C:27]([CH3:30])([CH3:29])[CH3:28])=[O:25])[CH2:23][CH2:22]1)[CH2:6][CH2:5]2. Reactant: [Br:1][C:2]1[CH:3]=[C:4]2[C:8](=[CH:9][CH:10]=1)[CH:7](Cl)[CH2:6][CH2:5]2.C(=O)([O-])[O-].[Na+].[Na+].[N:18]1([C:24]([O:26][C:27]([CH3:30])([CH3:29])[CH3:28])=[O:25])[CH2:23][CH2:22][NH:21][CH2:20][CH2:19]1. The catalyst class is: 10.